Task: Regression. Given a peptide amino acid sequence and an MHC pseudo amino acid sequence, predict their binding affinity value. This is MHC class I binding data.. Dataset: Peptide-MHC class I binding affinity with 185,985 pairs from IEDB/IMGT (1) The peptide sequence is KIGVICSSY. The MHC is HLA-A31:01 with pseudo-sequence HLA-A31:01. The binding affinity (normalized) is 0.250. (2) The peptide sequence is NMVADLWHA. The MHC is HLA-A02:01 with pseudo-sequence HLA-A02:01. The binding affinity (normalized) is 1.00. (3) The peptide sequence is IAMESIVIW. The MHC is HLA-B45:01 with pseudo-sequence HLA-B45:01. The binding affinity (normalized) is 0.344. (4) The peptide sequence is LPKRGVRVRV. The MHC is HLA-B54:01 with pseudo-sequence HLA-B54:01. The binding affinity (normalized) is 0.444. (5) The peptide sequence is ILFDRLPIA. The MHC is HLA-A24:03 with pseudo-sequence HLA-A24:03. The binding affinity (normalized) is 0.0847. (6) The peptide sequence is FLKEQGGL. The MHC is HLA-A68:01 with pseudo-sequence HLA-A68:01. The binding affinity (normalized) is 0. (7) The binding affinity (normalized) is 0.0189. The peptide sequence is DIVNNFITK. The MHC is HLA-A03:01 with pseudo-sequence HLA-A03:01.